This data is from Full USPTO retrosynthesis dataset with 1.9M reactions from patents (1976-2016). The task is: Predict the reactants needed to synthesize the given product. Given the product [Cl:1][C:2]1[N:30]=[CH:29][C:5]2[N:6]=[C:7]([C:12]3[CH:17]=[CH:16][C:15]([O:18][CH2:19][CH2:20][CH2:21][N:22]4[CH2:23][CH2:24][CH2:25][CH2:26]4)=[CH:14][C:13]=3[O:27][CH2:28][CH2:36][F:37])[N:8]([CH3:11])[C:9](=[O:10])[C:4]=2[CH:3]=1, predict the reactants needed to synthesize it. The reactants are: [Cl:1][C:2]1[N:30]=[CH:29][C:5]2[N:6]=[C:7]([C:12]3[CH:17]=[CH:16][C:15]([O:18][CH2:19][CH2:20][CH2:21][N:22]4[CH2:26][CH2:25][CH2:24][CH2:23]4)=[CH:14][C:13]=3[O:27][CH3:28])[N:8]([CH3:11])[C:9](=[O:10])[C:4]=2[CH:3]=1.S(C1C=CC(C)=CC=1)(OC[CH2:36][F:37])(=O)=O.